This data is from Forward reaction prediction with 1.9M reactions from USPTO patents (1976-2016). The task is: Predict the product of the given reaction. (1) Given the reactants [Cl:1][C:2]1[CH:3]=[C:4]([CH2:30][C:31]([O:33]CC)=[O:32])[CH:5]=[CH:6][C:7]=1[O:8][CH2:9][CH2:10][CH:11]([C:16]1[S:17][C:18]2[CH:25]=[C:24]([C:26]([F:29])([F:28])[F:27])[CH:23]=[CH:22][C:19]=2[C:20]=1[CH3:21])[CH2:12][CH2:13][CH2:14][CH3:15].[OH-].[Na+], predict the reaction product. The product is: [Cl:1][C:2]1[CH:3]=[C:4]([CH2:30][C:31]([OH:33])=[O:32])[CH:5]=[CH:6][C:7]=1[O:8][CH2:9][CH2:10][CH:11]([C:16]1[S:17][C:18]2[CH:25]=[C:24]([C:26]([F:28])([F:29])[F:27])[CH:23]=[CH:22][C:19]=2[C:20]=1[CH3:21])[CH2:12][CH2:13][CH2:14][CH3:15]. (2) Given the reactants BrC1C=C[C:5](NCC(OC)=O)=[N:6]C=1.[Cl:14][C:15]1[CH:23]=[CH:22][CH:21]=[C:20]2[C:16]=1[C:17]([CH:25]=O)=[CH:18][N:19]2[CH3:24].CN1C2C(=CC=CC=2)C(C)=C1C=O, predict the reaction product. The product is: [Cl:14][C:15]1[CH:23]=[CH:22][CH:21]=[C:20]2[C:16]=1[C:17]([CH2:25][NH:6][CH3:5])=[CH:18][N:19]2[CH3:24]. (3) Given the reactants [NH2:1][C:2]1[N:7]=[C:6](/[C:8](=[C:11]2\[NH:12][C:13]3[CH:21]=[CH:20][CH:19]=[CH:18][C:14]=3[N:15]\2[CH2:16][CH3:17])/[C:9]#[N:10])[C:5]([CH3:22])=[CH:4][N:3]=1.[C:23]([O:27][C:28]([N:30]1[CH2:38][CH2:37][CH:33]([C:34](O)=[O:35])[CH2:32][CH2:31]1)=[O:29])([CH3:26])([CH3:25])[CH3:24], predict the reaction product. The product is: [C:9](/[C:8](=[C:11]1/[NH:12][C:13]2[CH:21]=[CH:20][CH:19]=[CH:18][C:14]=2[N:15]/1[CH2:16][CH3:17])/[C:6]1[C:5]([CH3:22])=[CH:4][N:3]=[C:2]([NH:1][C:34]([CH:33]2[CH2:37][CH2:38][N:30]([C:28]([O:27][C:23]([CH3:26])([CH3:25])[CH3:24])=[O:29])[CH2:31][CH2:32]2)=[O:35])[N:7]=1)#[N:10]. (4) The product is: [NH:22]1[C:21]([CH2:20][CH2:19][N:16]2[C:15]3[CH:23]=[CH:24][C:12]([CH:10]=[O:11])=[CH:13][C:14]=3[N:18]=[CH:17]2)=[N:27][N:26]=[N:25]1. Given the reactants OC1CC2N([C:10]([C:12]3[CH:24]=[CH:23][C:15]4[N:16]([CH2:19][CH2:20][C:21]#[N:22])[CH:17]=[N:18][C:14]=4[CH:13]=3)=[O:11])C(CC2)C1.[N-:25]=[N+:26]=[N-:27].[Na+].[Cl-].[NH4+], predict the reaction product. (5) Given the reactants [C:1]([C:3]1[C:4]([C:9]2[CH:14]=[CH:13][CH:12]=[CH:11][CH:10]=2)=[N:5][O:6][C:7]=1[CH3:8])#[CH:2].Br[C:16]1[CH:21]=[C:20]([CH2:22][CH3:23])[CH:19]=[CH:18][N:17]=1, predict the reaction product. The product is: [CH2:22]([C:20]1[CH:19]=[CH:18][N:17]=[C:16]([C:2]#[C:1][C:3]2[C:4]([C:9]3[CH:14]=[CH:13][CH:12]=[CH:11][CH:10]=3)=[N:5][O:6][C:7]=2[CH3:8])[CH:21]=1)[CH3:23]. (6) Given the reactants O=[C:2]1[C:11]2[C:6](=[N:7][CH:8]=[CH:9][CH:10]=2)[O:5][CH:4]([C:12]2[CH:13]=[C:14]([CH:19]=[CH:20][CH:21]=2)[C:15]([O:17][CH3:18])=[O:16])[CH2:3]1.Cl.[CH3:23][O:24][NH2:25], predict the reaction product. The product is: [CH3:23][O:24][N:25]=[C:2]1[C:11]2[C:6](=[N:7][CH:8]=[CH:9][CH:10]=2)[O:5][CH:4]([C:12]2[CH:13]=[C:14]([CH:19]=[CH:20][CH:21]=2)[C:15]([O:17][CH3:18])=[O:16])[CH2:3]1. (7) Given the reactants [NH2:1][C:2]1[CH:31]=[CH:30][C:5]([CH2:6][C:7]2[NH:15][C:14]3[C:13](=[O:16])[N:12]([CH2:17][C:18]4[CH:23]=[CH:22][CH:21]=[CH:20][C:19]=4[F:24])[C:11](=[O:25])[N:10]([CH2:26][CH2:27][CH2:28][CH3:29])[C:9]=3[N:8]=2)=[CH:4][CH:3]=1.[N:32]1[S:36][N:35]=[C:34]2[C:37]([S:41](Cl)(=[O:43])=[O:42])=[CH:38][CH:39]=[CH:40][C:33]=12, predict the reaction product. The product is: [CH2:26]([N:10]1[C:9]2[N:8]=[C:7]([CH2:6][C:5]3[CH:4]=[CH:3][C:2]([NH:1][S:41]([C:37]4[C:34]5=[N:35][S:36][N:32]=[C:33]5[CH:40]=[CH:39][CH:38]=4)(=[O:43])=[O:42])=[CH:31][CH:30]=3)[NH:15][C:14]=2[C:13](=[O:16])[N:12]([CH2:17][C:18]2[CH:23]=[CH:22][CH:21]=[CH:20][C:19]=2[F:24])[C:11]1=[O:25])[CH2:27][CH2:28][CH3:29]. (8) Given the reactants [CH3:1][O:2][C:3]1[CH:15]=[CH:14][C:6]([NH:7][C:8]2[CH:13]=[CH:12][CH:11]=[CH:10][N:9]=2)=[C:5]([NH2:16])[CH:4]=1.[S:17]1[CH:21]=[CH:20][CH:19]=[C:18]1/[CH:22]=[CH:23]/[C:24](Cl)=O.N1C=CC=CC=1N1C2C=CC=CC=2N=C1/C=C/C1C=CC=CC=1.[C:50]([OH:55])(=[O:54])[C:51]([OH:53])=[O:52], predict the reaction product. The product is: [C:50]([OH:55])(=[O:54])[C:51]([OH:53])=[O:52].[CH3:1][O:2][C:3]1[CH:15]=[CH:14][C:6]2[N:7]([C:8]3[CH:13]=[CH:12][CH:11]=[CH:10][N:9]=3)[C:24](/[CH:23]=[CH:22]/[C:18]3[S:17][CH:21]=[CH:20][CH:19]=3)=[N:16][C:5]=2[CH:4]=1. (9) Given the reactants [Cl:1][C:2]1[CH:20]=[CH:19][CH:18]=[C:17]([Cl:21])[C:3]=1[CH2:4][N:5]1[C:10](=[O:11])[CH2:9][NH:8][C:7]2[N:12]=[CH:13][C:14](I)=[CH:15][C:6]1=2.[CH2:22]([O:24][C:25]([C:27]1[CH:32]=[CH:31][C:30](B(O)O)=[CH:29][CH:28]=1)=[O:26])[CH3:23], predict the reaction product. The product is: [CH2:22]([O:24][C:25](=[O:26])[C:27]1[CH:32]=[CH:31][C:30]([C:14]2[CH:13]=[N:12][C:7]3[NH:8][CH2:9][C:10](=[O:11])[N:5]([CH2:4][C:3]4[C:2]([Cl:1])=[CH:20][CH:19]=[CH:18][C:17]=4[Cl:21])[C:6]=3[CH:15]=2)=[CH:29][CH:28]=1)[CH3:23]. (10) The product is: [NH2:26][C:25]1[NH:27][C:14](=[O:16])[CH:13]=[C:12]([CH2:11][CH2:10][C:7]2[CH:8]=[C:9]3[C:4]([CH:3]=[CH:2][NH:1]3)=[CH:5][CH:6]=2)[N:24]=1. Given the reactants [NH:1]1[C:9]2[C:4](=[CH:5][CH:6]=[C:7]([CH2:10][CH2:11][C:12](=O)[CH2:13][C:14]([O:16]CC)=O)[CH:8]=2)[CH:3]=[CH:2]1.C(=O)(O)O.[NH2:24][C:25]([NH2:27])=[NH:26], predict the reaction product.